Dataset: Forward reaction prediction with 1.9M reactions from USPTO patents (1976-2016). Task: Predict the product of the given reaction. Given the reactants C([O:5][C:6](=[O:44])[CH2:7][CH2:8][C:9]1[CH:14]=[CH:13][C:12]([O:15][CH2:16][CH2:17][C:18]2[N:19]=[C:20]([C:24]3[CH:29]=[CH:28][C:27]([C:30]4[CH:31]=[N:32][CH:33]=[CH:34][CH:35]=4)=[CH:26][CH:25]=3)[O:21][C:22]=2[CH3:23])=[CH:11][C:10]=1[CH2:36][NH:37][C:38]([O:40][CH:41]([CH3:43])[CH3:42])=[O:39])(C)(C)C.Cl, predict the reaction product. The product is: [CH:41]([O:40][C:38]([NH:37][CH2:36][C:10]1[CH:11]=[C:12]([O:15][CH2:16][CH2:17][C:18]2[N:19]=[C:20]([C:24]3[CH:25]=[CH:26][C:27]([C:30]4[CH:31]=[N:32][CH:33]=[CH:34][CH:35]=4)=[CH:28][CH:29]=3)[O:21][C:22]=2[CH3:23])[CH:13]=[CH:14][C:9]=1[CH2:8][CH2:7][C:6]([OH:44])=[O:5])=[O:39])([CH3:43])[CH3:42].